This data is from Reaction yield outcomes from USPTO patents with 853,638 reactions. The task is: Predict the reaction yield, written as a fraction of the theoretical maximum amount of product (1.0 means a 100% yield; for example, 0.34 means a 34% yield). (1) The reactants are [CH3:1][C:2]1[CH:3]=[C:4]([CH:45]=[CH:46][CH:47]=1)[CH2:5][NH:6][C:7]1[N:12]=[CH:11][N:10]=[C:9]([C:13]2[CH:18]=[C:17]([N:19]3[CH2:24][CH2:23][CH2:22][CH2:21][CH2:20]3)[CH:16]=[CH:15][C:14]=2[NH:25][C:26]([C:28]2[CH:29]=[C:30]([CH:42]=[CH:43][CH:44]=2)[CH2:31][S:32][CH2:33][CH2:34][C:35]([O:37]C(C)(C)C)=[O:36])=[O:27])[CH:8]=1.FC(F)(F)C(O)=O. The catalyst is ClCCl. The product is [CH3:1][C:2]1[CH:3]=[C:4]([CH:45]=[CH:46][CH:47]=1)[CH2:5][NH:6][C:7]1[N:12]=[CH:11][N:10]=[C:9]([C:13]2[CH:18]=[C:17]([N:19]3[CH2:20][CH2:21][CH2:22][CH2:23][CH2:24]3)[CH:16]=[CH:15][C:14]=2[NH:25][C:26]([C:28]2[CH:29]=[C:30]([CH:42]=[CH:43][CH:44]=2)[CH2:31][S:32][CH2:33][CH2:34][C:35]([OH:37])=[O:36])=[O:27])[CH:8]=1. The yield is 0.510. (2) The reactants are [CH3:1][C:2]1[CH:7]=[C:6]([C:8]2[CH:9]=[CH:10][C:11]3[N:18]4[CH2:19][C@H:14]([CH2:15][CH2:16][CH2:17]4)[NH:13][C:12]=3[N:20]=2)[CH:5]=[CH:4][N:3]=1.[N:21]1[CH:26]=[CH:25][C:24]([NH:27][C:28](=O)[O:29]C2C=CC=CC=2)=[N:23][CH:22]=1.CO. The catalyst is CN(C1C=CN=CC=1)C.C1COCC1.C(Cl)Cl. The product is [CH3:1][C:2]1[CH:7]=[C:6]([C:8]2[CH:9]=[CH:10][C:11]3[N:18]4[CH2:19][C@H:14]([CH2:15][CH2:16][CH2:17]4)[N:13]([C:28]([NH:27][C:24]4[CH:25]=[CH:26][N:21]=[CH:22][N:23]=4)=[O:29])[C:12]=3[N:20]=2)[CH:5]=[CH:4][N:3]=1. The yield is 0.403. (3) The reactants are Br[C:2]1[CH:3]=[C:4]([NH:10][C:11]2[CH:16]=[CH:15][N:14]=[C:13]([CH:17]3[CH2:19][CH2:18]3)[N:12]=2)[C:5](=[O:9])[N:6]([CH3:8])[CH:7]=1.[B:20]1([B:20]2[O:24][C:23]([CH3:26])([CH3:25])[C:22]([CH3:28])([CH3:27])[O:21]2)[O:24][C:23]([CH3:26])([CH3:25])[C:22]([CH3:28])([CH3:27])[O:21]1.CC(C1C=C(C(C)C)C(C2C=CC=CC=2P(C2CCCCC2)C2CCCCC2)=C(C(C)C)C=1)C.C([O-])(=O)C.[K+]. The catalyst is C1C=CC(/C=C/C(/C=C/C2C=CC=CC=2)=O)=CC=1.C1C=CC(/C=C/C(/C=C/C2C=CC=CC=2)=O)=CC=1.C1C=CC(/C=C/C(/C=C/C2C=CC=CC=2)=O)=CC=1.[Pd].[Pd].O1CCOCC1. The product is [CH:17]1([C:13]2[N:12]=[C:11]([NH:10][C:4]3[C:5](=[O:9])[N:6]([CH3:8])[CH:7]=[C:2]([B:20]4[O:24][C:23]([CH3:26])([CH3:25])[C:22]([CH3:28])([CH3:27])[O:21]4)[CH:3]=3)[CH:16]=[CH:15][N:14]=2)[CH2:19][CH2:18]1. The yield is 0.940. (4) The reactants are N1C=CN=[C:2]1[NH:6][C:7]([C:9]1[C:17]2[N:16]=[C:15]([NH:18][C:19]([C:21]3[N:22]=[CH:23][C:24]4[C:29]([CH:30]=3)=[CH:28][CH:27]=[CH:26][CH:25]=4)=[O:20])[NH:14][C:13]=2[CH:12]=[CH:11][CH:10]=1)=[O:8].CN(C(ON1N=NC2C=CC=CC1=2)=[N+](C)C)C.F[P-](F)(F)(F)(F)F.CCN(C(C)C)C(C)C.[F:64][C:65]1[CH:73]=[CH:72][C:68]([CH2:69]NC)=[CH:67][CH:66]=1. The catalyst is CN(C=O)C. The product is [F:64][C:65]1[CH:73]=[CH:72][C:68]([CH2:69][N:6]([CH3:2])[C:7]([C:9]2[C:17]3[NH:16][C:15]([NH:18][C:19]([C:21]4[N:22]=[CH:23][C:24]5[C:29]([CH:30]=4)=[CH:28][CH:27]=[CH:26][CH:25]=5)=[O:20])=[N:14][C:13]=3[CH:12]=[CH:11][CH:10]=2)=[O:8])=[CH:67][CH:66]=1. The yield is 0.660. (5) The reactants are [Cl:1][C:2]1[CH:10]=[CH:9][C:5]([C:6]([NH2:8])=O)=[C:4]([O:11][CH:12]([CH3:14])[CH3:13])[N:3]=1.N1C=CC=CC=1.P(Cl)(Cl)(Cl)=O. The catalyst is C(#N)C. The product is [Cl:1][C:2]1[CH:10]=[CH:9][C:5]([C:6]#[N:8])=[C:4]([O:11][CH:12]([CH3:14])[CH3:13])[N:3]=1. The yield is 0.810. (6) The reactants are [CH2:1]([O:8][C:9](=[O:47])[NH:10][C:11]12[CH2:19][CH2:18][CH:15]([CH2:16][CH2:17]1)[CH2:14][N:13]1[C:20](=[O:46])[C:21]([O:38][CH2:39][C:40]3[CH:45]=[CH:44][CH:43]=[CH:42][CH:41]=3)=[C:22]([C:24](=O)[NH:25][CH:26]([C:35]#[N:36])[CH2:27][C:28]3[CH:33]=[CH:32][C:31]([F:34])=[CH:30][CH:29]=3)[N:23]=[C:12]21)[C:2]1[CH:7]=[CH:6][CH:5]=[CH:4][CH:3]=1.C(Cl)(Cl)(Cl)[Cl:49].C1(P(C2C=CC=CC=2)C2C=CC=CC=2)C=CC=CC=1. The catalyst is C(#N)C. The product is [CH2:1]([O:8][C:9](=[O:47])[NH:10][C:11]12[CH2:17][CH2:16][CH:15]([CH2:18][CH2:19]1)[CH2:14][N:13]1[C:20](=[O:46])[C:21]([O:38][CH2:39][C:40]3[CH:45]=[CH:44][CH:43]=[CH:42][CH:41]=3)=[C:22]([C:24]3[NH:25][C:26]([CH2:27][C:28]4[CH:29]=[CH:30][C:31]([F:34])=[CH:32][CH:33]=4)=[C:35]([Cl:49])[N:36]=3)[N:23]=[C:12]21)[C:2]1[CH:3]=[CH:4][CH:5]=[CH:6][CH:7]=1. The yield is 0.420.